From a dataset of Forward reaction prediction with 1.9M reactions from USPTO patents (1976-2016). Predict the product of the given reaction. Given the reactants O=P(Cl)(Cl)[Cl:3].[Br:6][C:7]1[CH:8]=[N:9][N:10]2[C:15](=O)[C:14]([CH2:17][CH3:18])=[C:13]([CH3:19])[NH:12][C:11]=12.CCN(C(C)C)C(C)C, predict the reaction product. The product is: [Br:6][C:7]1[CH:8]=[N:9][N:10]2[C:15]([Cl:3])=[C:14]([CH2:17][CH3:18])[C:13]([CH3:19])=[N:12][C:11]=12.